This data is from Full USPTO retrosynthesis dataset with 1.9M reactions from patents (1976-2016). The task is: Predict the reactants needed to synthesize the given product. (1) Given the product [CH3:23][C:24]1([CH3:34])[O:28][C:27]2[CH:29]=[CH:30][C:31]([O:36][CH2:21][CH2:20][CH2:19][CH2:18][O:17][C:3]3[C:4]([Cl:16])=[CH:5][C:6]([O:8][CH2:9][C:10]4[CH:11]=[CH:12][CH:13]=[CH:14][CH:15]=4)=[CH:7][C:2]=3[Cl:1])=[CH:32][C:26]=2[O:25]1, predict the reactants needed to synthesize it. The reactants are: [Cl:1][C:2]1[CH:7]=[C:6]([O:8][CH2:9][C:10]2[CH:15]=[CH:14][CH:13]=[CH:12][CH:11]=2)[CH:5]=[C:4]([Cl:16])[C:3]=1[O:17][CH2:18][CH2:19][CH2:20][CH2:21]Cl.[CH3:23][C:24]1([CH3:34])[O:28][C:27]2[CH:29]=[CH:30][CH:31]=[C:32](O)[C:26]=2[O:25]1.C(=O)([O-])[O-:36].[K+].[K+].O. (2) Given the product [CH3:40][S:41]([O:17][C:12]1[CH:11]=[CH:10][C:9]2[C:14](=[CH:15][CH:16]=[C:7]([C:5]3[S:6][C:2]([CH3:1])=[CH:3][CH:4]=3)[C:8]=2[O:18][C:19]2[CH:24]=[CH:23][C:22]([O:25][CH2:26][CH2:27][N:28]3[CH2:33][CH2:32][CH2:31][CH2:30][CH2:29]3)=[CH:21][CH:20]=2)[CH:13]=1)(=[O:43])=[O:42], predict the reactants needed to synthesize it. The reactants are: [CH3:1][C:2]1[S:6][C:5]([C:7]2[C:8]([O:18][C:19]3[CH:24]=[CH:23][C:22]([O:25][CH2:26][CH2:27][N:28]4[CH2:33][CH2:32][CH2:31][CH2:30][CH2:29]4)=[CH:21][CH:20]=3)=[C:9]3[C:14](=[CH:15][CH:16]=2)[CH:13]=[C:12]([OH:17])[CH:11]=[CH:10]3)=[CH:4][CH:3]=1.C(OCC)(=O)C.[CH3:40][S:41](O)(=[O:43])=[O:42]. (3) Given the product [CH3:2][O:3][C:4](=[O:14])[C@H:5]([CH2:7][C:8]1[CH:13]=[CH:12][CH:11]=[CH:10][CH:9]=1)[NH:6][C:26](=[O:27])[C@H:24]([CH3:25])[NH:23][C:18]1[CH:19]=[CH:20][C:21]([Cl:22])=[C:16]([Cl:15])[CH:17]=1, predict the reactants needed to synthesize it. The reactants are: Cl.[CH3:2][O:3][C:4](=[O:14])[C@H:5]([CH2:7][C:8]1[CH:13]=[CH:12][CH:11]=[CH:10][CH:9]=1)[NH2:6].[Cl:15][C:16]1[CH:17]=[C:18]([NH:23][CH:24]([C:26](O)=[O:27])[CH3:25])[CH:19]=[CH:20][C:21]=1[Cl:22].